The task is: Predict the product of the given reaction.. This data is from Forward reaction prediction with 1.9M reactions from USPTO patents (1976-2016). (1) Given the reactants [Cl:1][C:2]1[CH:7]=[CH:6][C:5]([C:8]2[N:12]([C:13]3[CH:18]=[CH:17][CH:16]=[CH:15][CH:14]=3)[N:11]=[C:10]([CH2:19][CH2:20][CH:21]=O)[CH:9]=2)=[CH:4][CH:3]=1.[CH3:23][CH:24]1[CH2:29][NH:28][CH2:27][CH2:26][N:25]1[C:30]1[CH:31]=[C:32]([CH3:36])[CH:33]=[CH:34][CH:35]=1.CCN(C(C)C)C(C)C.[BH-](OC(C)=O)(OC(C)=O)OC(C)=O.[Na+], predict the reaction product. The product is: [Cl:1][C:2]1[CH:7]=[CH:6][C:5]([C:8]2[N:12]([C:13]3[CH:18]=[CH:17][CH:16]=[CH:15][CH:14]=3)[N:11]=[C:10]([CH2:19][CH2:20][CH2:21][N:28]3[CH2:27][CH2:26][N:25]([C:30]4[CH:31]=[C:32]([CH3:36])[CH:33]=[CH:34][CH:35]=4)[CH:24]([CH3:23])[CH2:29]3)[CH:9]=2)=[CH:4][CH:3]=1. (2) Given the reactants [CH:1](=O)[CH2:2][CH2:3][CH:4]=[CH2:5].CC(C)C(=O)C.[CH:13]12[O:18][CH:14]1[CH2:15][CH2:16][CH2:17]2, predict the reaction product. The product is: [CH:4]1[CH2:3][CH2:2][CH2:1][CH:5]=1.[C:14]1(=[O:18])[CH2:15][CH2:16][CH2:17][CH2:13]1. (3) Given the reactants [Br:1][C:2]1[CH:7]=[CH:6][C:5]([OH:8])=[CH:4][CH:3]=1.[O:9]1[CH2:13][CH2:12]OC1=O, predict the reaction product. The product is: [Br:1][C:2]1[CH:7]=[CH:6][C:5]([O:8][CH2:12][CH2:13][OH:9])=[CH:4][CH:3]=1. (4) Given the reactants [NH2:1][CH2:2][C:3]1[CH:23]=[CH:22][C:6]([CH2:7][N:8]([CH2:20][CH3:21])[CH2:9][CH2:10][CH2:11][CH2:12][N:13]([CH2:17][CH2:18][CH3:19])[CH2:14][CH2:15][CH3:16])=[CH:5][CH:4]=1.C(OC)(OC)OC.[NH:31]1[CH:35]=[CH:34][N:33]=[C:32]1[CH:36]=O.[BH4-].[Na+], predict the reaction product. The product is: [CH2:20]([N:8]([CH2:7][C:6]1[CH:22]=[CH:23][C:3]([CH2:2][NH:1][CH2:36][C:32]2[NH:31][CH:35]=[CH:34][N:33]=2)=[CH:4][CH:5]=1)[CH2:9][CH2:10][CH2:11][CH2:12][N:13]([CH2:17][CH2:18][CH3:19])[CH2:14][CH2:15][CH3:16])[CH3:21]. (5) Given the reactants [Cl:1][C:2]1[CH:10]=[CH:9][CH:8]=[C:7]2[C:3]=1[C:4]([C:17]([OH:19])=O)=[CH:5][N:6]2[CH2:11][CH:12]1[CH2:16][CH2:15][CH2:14][O:13]1.[NH2:20][CH2:21][C:22]1([OH:30])[CH2:27][CH2:26][CH2:25][CH:24]([CH2:28][CH3:29])[CH2:23]1.Cl.CN(C)CCCN=C=NCC.N1(O)C2C=CC=CC=2N=N1.CCN(C(C)C)C(C)C, predict the reaction product. The product is: [Cl:1][C:2]1[CH:10]=[CH:9][CH:8]=[C:7]2[C:3]=1[C:4]([C:17]([NH:20][CH2:21][C:22]1([OH:30])[CH2:27][CH2:26][CH2:25][CH:24]([CH2:28][CH3:29])[CH2:23]1)=[O:19])=[CH:5][N:6]2[CH2:11][CH:12]1[CH2:16][CH2:15][CH2:14][O:13]1. (6) The product is: [CH3:34][C:29]1([CH3:35])[C:30]([CH3:33])([CH3:32])[O:31][B:27]([C:2]2[CH:3]=[CH:4][C:5]([C:8]3[CH:13]=[CH:12][C:11]([N:14]4[C:26]5[CH:25]=[CH:24][CH:23]=[CH:22][C:21]=5[C:20]5[C:15]4=[CH:16][CH:17]=[CH:18][CH:19]=5)=[CH:10][CH:9]=3)=[N:6][CH:7]=2)[O:28]1. Given the reactants Br[C:2]1[CH:3]=[CH:4][C:5]([C:8]2[CH:13]=[CH:12][C:11]([N:14]3[C:26]4[CH:25]=[CH:24][CH:23]=[CH:22][C:21]=4[C:20]4[C:15]3=[CH:16][CH:17]=[CH:18][CH:19]=4)=[CH:10][CH:9]=2)=[N:6][CH:7]=1.[B:27]1([B:27]2[O:31][C:30]([CH3:33])([CH3:32])[C:29]([CH3:35])([CH3:34])[O:28]2)[O:31][C:30]([CH3:33])([CH3:32])[C:29]([CH3:35])([CH3:34])[O:28]1.C([O-])(=O)C.[K+], predict the reaction product. (7) Given the reactants [C:1]([NH2:9])(=O)[C:2]1[CH:7]=[CH:6][CH:5]=CC=1.FC1C=CC(C2C(C3C=C4[C:29](=CC=3)[N:28]([C:32]([N:34]3[C:42]5[C:37](=[CH:38][C:39]([C:43]6[C:44]([C:49]7[CH:54]=[CH:53][C:52]([F:55])=[C:51]([CH3:56])[CH:50]=7)=[N:45][CH:46]=[CH:47][CH:48]=6)=[CH:40][CH:41]=5)C=N3)=O)N=C4)=CC=CN=2)=CC=1C, predict the reaction product. The product is: [CH:1]1([NH:9][C:29]2[C:41]3[C:42](=[CH:37][CH:38]=[C:39]([C:43]4[C:44]([C:49]5[CH:54]=[CH:53][C:52]([F:55])=[C:51]([CH3:56])[CH:50]=5)=[N:45][CH:46]=[CH:47][CH:48]=4)[CH:40]=3)[N:34]=[CH:32][N:28]=2)[CH2:2][CH2:7][CH2:6][CH2:5]1. (8) Given the reactants [F:1][C:2]1[CH:7]=[CH:6][C:5]([F:8])=[CH:4][C:3]=1[N:9]1[CH:13]=[C:12]([C:14]2[CH:19]=[CH:18][CH:17]=[CH:16][CH:15]=2)[C:11]([C:20](OCC)=[O:21])=[N:10]1.[Li+].[OH-].Cl.C(N(CC)CC)C.C(Cl)CCl.C1C=NC2N(O)N=NC=2C=1.Cl.[CH3:50][NH:51][O:52][CH3:53], predict the reaction product. The product is: [F:1][C:2]1[CH:7]=[CH:6][C:5]([F:8])=[CH:4][C:3]=1[N:9]1[CH:13]=[C:12]([C:14]2[CH:15]=[CH:16][CH:17]=[CH:18][CH:19]=2)[C:11]([C:20]([N:51]([O:52][CH3:53])[CH3:50])=[O:21])=[N:10]1.